Dataset: Peptide-MHC class I binding affinity with 185,985 pairs from IEDB/IMGT. Task: Regression. Given a peptide amino acid sequence and an MHC pseudo amino acid sequence, predict their binding affinity value. This is MHC class I binding data. (1) The peptide sequence is ITYAVATL. The MHC is H-2-Kb with pseudo-sequence H-2-Kb. The binding affinity (normalized) is 0.996. (2) The peptide sequence is TPQDLNTML. The MHC is HLA-B45:01 with pseudo-sequence HLA-B45:01. The binding affinity (normalized) is 0.